This data is from Peptide-MHC class II binding affinity with 134,281 pairs from IEDB. The task is: Regression. Given a peptide amino acid sequence and an MHC pseudo amino acid sequence, predict their binding affinity value. This is MHC class II binding data. (1) The peptide sequence is IHIGDSSKVTITDTT. The MHC is HLA-DQA10102-DQB10602 with pseudo-sequence HLA-DQA10102-DQB10602. The binding affinity (normalized) is 0.260. (2) The peptide sequence is LQSLGADIASEQAVL. The binding affinity (normalized) is 0.544. The MHC is DRB5_0101 with pseudo-sequence DRB5_0101. (3) The MHC is DRB1_1201 with pseudo-sequence DRB1_1201. The binding affinity (normalized) is 0.485. The peptide sequence is EFYLNPDQSGEFMFD. (4) The peptide sequence is VKQNTLKLATGMRNV. The MHC is DRB1_1501 with pseudo-sequence DRB1_1501. The binding affinity (normalized) is 0.464. (5) The peptide sequence is ITYVATATLPNYCRA. The MHC is DRB1_0701 with pseudo-sequence DRB1_0701. The binding affinity (normalized) is 0.680. (6) The peptide sequence is VRAVAESHGVAAVLF. The MHC is DRB1_1101 with pseudo-sequence DRB1_1101. The binding affinity (normalized) is 0.253. (7) The peptide sequence is FCAFAVDPAKAYKDY. The MHC is DRB1_0101 with pseudo-sequence DRB1_0101. The binding affinity (normalized) is 0.506. (8) The peptide sequence is TFDGRGAQVYIGNGG. The MHC is DRB1_0405 with pseudo-sequence DRB1_0405. The binding affinity (normalized) is 0.304.